From a dataset of Catalyst prediction with 721,799 reactions and 888 catalyst types from USPTO. Predict which catalyst facilitates the given reaction. (1) Reactant: [CH2:1]([O:8][C:9]1[C:10]([O:33][CH3:34])=[CH:11][C:12]([C:27]2[N:31]=[C:30]([CH3:32])[O:29][N:28]=2)=[C:13]([CH:15]([O:23]C(=O)C)[C:16](=[O:22])[NH:17][C:18]([CH3:21])([CH3:20])[CH3:19])[CH:14]=1)[C:2]1[CH:7]=[CH:6][CH:5]=[CH:4][CH:3]=1.[OH-].[Na+].CO.C(OCC)(=O)C. Product: [CH2:1]([O:8][C:9]1[C:10]([O:33][CH3:34])=[CH:11][C:12]([C:27]2[N:31]=[C:30]([CH3:32])[O:29][N:28]=2)=[C:13]([CH:15]([OH:23])[C:16]([NH:17][C:18]([CH3:21])([CH3:20])[CH3:19])=[O:22])[CH:14]=1)[C:2]1[CH:3]=[CH:4][CH:5]=[CH:6][CH:7]=1. The catalyst class is: 6. (2) Reactant: C([N-]C(C)C)(C)C.[Li+].C1COCC1.CCCCCCC.[F:21][C:22]1[CH:23]=[CH:24][C:25]([O:30][CH3:31])=[C:26]([CH:29]=1)[CH:27]=[O:28].[CH3:32][N:33]([CH3:36])[CH:34]=[S:35]. Product: [F:21][C:22]1[CH:23]=[CH:24][C:25]([O:30][CH3:31])=[C:26]([CH:27]([OH:28])[C:34](=[S:35])[N:33]([CH3:36])[CH3:32])[CH:29]=1. The catalyst class is: 1. (3) Reactant: CS([C:5]1[C:6]([CH3:16])=[C:7]([CH3:15])[C:8]2[N:9]([C:11]([NH2:14])=[N:12][N:13]=2)[N:10]=1)(=O)=O.[C-:17]#[N:18].[K+]. Product: [NH2:14][C:11]1[N:9]2[N:10]=[C:5]([C:17]#[N:18])[C:6]([CH3:16])=[C:7]([CH3:15])[C:8]2=[N:13][N:12]=1. The catalyst class is: 3.